From a dataset of Experimentally validated miRNA-target interactions with 360,000+ pairs, plus equal number of negative samples. Binary Classification. Given a miRNA mature sequence and a target amino acid sequence, predict their likelihood of interaction. (1) The miRNA is hsa-miR-6764-3p with sequence UCUCUGGUCUUUCCUUGACAG. The protein sequence of the target gene is MPRGQKSKLRAREKRQRTRGQTQDLKVGQPTAAEKEESPSSSSSVLRDTASSSLAFGIPQEPQREPPTTSAAAAMSCTGSDKGDESQDEENASSSQASTSTERSLKDSLTRKTKMLVQFLLYKYKMKEPTTKAEMLKIISKKYKEHFPEIFRKVSQRTELVFGLALKEVNPTTHSYILVSMLGPNDGNQSSAWTLPRNGLLMPLLSVIFLNGNCAREEEIWEFLNMLGIYDGKRHLIFGEPRKLITQDLVQEKYLEYQQVPNSDPPRYQFLWGPRAHAETSKMKVLEFLAKVNDTTPNNF.... Result: 1 (interaction). (2) The miRNA is hsa-miR-6773-5p with sequence UUGGGCCCAGGAGUAAACAGGAU. The protein sequence of the target gene is MKTLLLLLLVLLELGEAQGSLHRVPLRRHPSLKKKLRARSQLSEFWKSHNLDMIQFTESCSMDQSAKEPLINYLDMEYFGTISIGSPPQNFTVIFDTGSSNLWVPSVYCTSPACKTHSRFQPSQSSTYSQPGQSFSIQYGTGSLSGIIGADQVSVEGLTVVGQQFGESVTEPGQTFVDAEFDGILGLGYPSLAVGGVTPVFDNMMAQNLVDLPMFSVYMSSNPEGGAGSELIFGGYDHSHFSGSLNWVPVTKQAYWQIALDNIQVGGTVMFCSEGCQAIVDTGTSLITGPSDKIKQLQNA.... Result: 0 (no interaction). (3) The miRNA is mmu-miR-1900 with sequence GGCCGCCCUCUCUGGUCCUUCA. The protein sequence of the target gene is MTGGRFDFDDGGTYCGGWEEGKAHGHGICTGPKGQGEYSGSWSHGFEVVGGYTWPSGNTYQGYWAQGKRHGLGVETKGKWMYRGEWSHGFKGRYGVRQSLCTPARYEGTWSNGLQDGYGVETYGDGGTYQGQWAGGMRHGYGVRQSVPYGMATVIRSPLRTSLASLRSEQSNGSVLHDAAAAADSPAGTRGGFVLNFHADAELAGKKKGGLFRRGSLLGSMKLRKSESKSSISSKRSSVRSDAAMSRISSSDANSTISFGDVDCDFCPVEDHVDATTTETYMGEWKNDKRNGFGVSERSN.... Result: 0 (no interaction). (4) The miRNA is hsa-miR-1343-5p with sequence UGGGGAGCGGCCCCCGGGUGGG. The protein sequence of the target gene is MAKDSPSPLGASPKKPGCSSPAAAVLENQRRELEKLRAELEAERAGWRAERRRFAARERQLREEAERERRQLADRLRSKWEAQRSRELRQLQEEMQREREAEIRQLLRWKEAEQRQLQQLLHRERDGVVRQARELQRQLAEELVNRGHCSRPGASEVSAAQCRCRLQEVLAQLRWQTDGEQAARIRYLQAALEVERQLFLKYILAHFRGHPALSGSPDPQAVHSLEEPLPQTSSGSCHAPKPACQLGSLDSLSAEVGVRSRSLGLVSSACSSSPDGLLSTHASSLDCFAPACSRSLDSTR.... Result: 1 (interaction). (5) The miRNA is hsa-miR-4265 with sequence CUGUGGGCUCAGCUCUGGG. The protein sequence of the target gene is MDYYYCPSLLKLLRYLWNQLKQCFSRRAPEAKDTDTLVQEADSQYGTWADQHQNGGSFGPESPSPDSSAASVGKQPPGSHLSSYTESTSVEQRDSSRDRRSSSVDRSSSELESTDGPEGPPPSDVCPAQEDDFSFIHQTSVLDSSALKTRVQLSKRSRRRAPISHSLRRSQFSESESRSPLEEESHSTWMFKDSTEEKSPRRDESDEEPPRVERTPVSHPQRMPVFPGMDPAVLKAQLPKRSEVDSPGDSLSWTPQPKSPKSPFHPGVLGSRVLPPSTEKEERSEECSPQWLKELKSKKR.... Result: 0 (no interaction). (6) The miRNA is hsa-miR-4696 with sequence UGCAAGACGGAUACUGUCAUCU. The protein sequence of the target gene is MWKLLPAAGPAGGEPYRLLTGVEYVVGRKNCAILIENDQSISRNHAVLTANFSVTNLSQTDEIPVLTLKDNSKYGTFVNEEKMQNGFSRTLKSGDGITFGVFGSKFRIEYEPLVACSSCLDVSGKTALNQAILQLGGFTVNNWTEECTHLVMVSVKVTIKTICALICGRPIVKPEYFTEFLKAVESKKQPPQIESFYPPLDEPSIGSKNVDLSGRQERKQIFKGKTFIFLNAKQHKKLSSAVVFGGGEARLITEENEEEHNFFLAPGTCVVDTGITNSQTLIPDCQKKWIQSIMDMLQRQ.... Result: 0 (no interaction). (7) The miRNA is hsa-miR-215-5p with sequence AUGACCUAUGAAUUGACAGAC. The protein sequence of the target gene is MKMLPGVGVFGTGSSARVLVPLLRAEGFTVEALWGKTEEEAKQLAEEMNIAFYTSRTDDILLHQDVDLVCISIPPPLTRQISVKALGIGKNVVCEKAATSVDAFRMVTASRYYPQLMSLVGNVLRFLPAFVRMKQLISEHYVGAVMICDARIYSGSLLSPSYGWICDELMGGGGLHTMGTYIVDLLTHLTGRRAEKVHGLLKTFVRQNAAIRGIRHVTSDDFCFFQMLMGGGVCSTVTLNFNMPGAFVHEVMVVGSAGRLVARGADLYGQKNSATQEELLLRDSLAVGAGLPEQGPQDVP.... Result: 0 (no interaction). (8) The miRNA is hsa-miR-4786-3p with sequence UGAAGCCAGCUCUGGUCUGGGC. The protein sequence of the target gene is MALAMQSSEFQFAQRLASSEKGVRDRAVRKLRQYLSARTQSDTGSFSQEELLKIWKGLFYCMWVQDEPLLQEELANIISQLIHVVNSLEAQYLFIQTFWQTMNREWQGIDKLQLDKYYMLIRLVLRQSFEVLKRNAWEESQITLFLDILMKEILSPESQSPNGVRTHLIDVYLEELTTVGGAELLADQNLKLIDPFCRIAAKTKDHTLVQTVARGVFEVIVDQSACVPQESVEERKTKEDGSGFPTKALACRKAVSGKKAALDECLRDGVIGSRERDICAALKDSGSPLQFDYKAVADRL.... Result: 0 (no interaction). (9) The miRNA is mmu-let-7f-5p with sequence UGAGGUAGUAGAUUGUAUAGUU. The protein sequence of the target gene is MIVDLIQSARQGEWAQVRQLLLKHWLVQVPEVFEVNSDLPWDNTAANERILGSQGEILLAPLVSAFVLDVRNTKSTLEAMNGIAGVDPARRGQICGHVFKNGELTYTCLDCATDGTCVMCLQCFEVSIHKSHKYKMHSSSGSGYCDCGDADAWTEGYACANHEKKDDEEAAVLAPELKKRCEQLVEIILQFSLSMITHKDDLKLPEIFEKMKPEVTNEAQQYLTVLYNDETHTYESVIKVLELYIHCTKDQAMLVATIVDREGRSAVKLGSKADCTKAKDDVQRKTARDPTSIRRSSNHN.... Result: 0 (no interaction).